Dataset: Reaction yield outcomes from USPTO patents with 853,638 reactions. Task: Predict the reaction yield, written as a fraction of the theoretical maximum amount of product (1.0 means a 100% yield; for example, 0.34 means a 34% yield). (1) The reactants are O1CCCC1.[C:6]([O:10][C:11](=[O:19])[NH:12][C:13]1[S:17][C:16]([Br:18])=[N:15][CH:14]=1)([CH3:9])([CH3:8])[CH3:7].[H-].[Na+].[CH3:22][C:23]([O:26][C:27](O[C:27]([O:26][C:23]([CH3:25])([CH3:24])[CH3:22])=[O:28])=[O:28])([CH3:25])[CH3:24]. The catalyst is C(OCC)(=O)C.O. The product is [Br:18][C:16]1[S:17][C:13]([N:12]([C:27]([O:26][C:23]([CH3:25])([CH3:24])[CH3:22])=[O:28])[C:11]([O:10][C:6]([CH3:9])([CH3:7])[CH3:8])=[O:19])=[CH:14][N:15]=1. The yield is 0.930. (2) The product is [F:26][C:23]1[CH:24]=[CH:25][C:20]([NH:19][C:16]([C:9]2[C:10]3[N:11]([N:13]=[CH:14][N:15]=3)[CH:12]=[C:7]([C:5]3[NH:4][N:3]=[C:2]([CH3:1])[CH:6]=3)[CH:8]=2)=[O:18])=[N:21][CH:22]=1. The catalyst is N1C=CC=CC=1. The reactants are [CH3:1][C:2]1[CH:6]=[C:5]([C:7]2[CH:8]=[C:9]([C:16]([OH:18])=O)[C:10]3[N:11]([N:13]=[CH:14][N:15]=3)[CH:12]=2)[NH:4][N:3]=1.[NH2:19][C:20]1[CH:25]=[CH:24][C:23]([F:26])=[CH:22][N:21]=1.P(Cl)(Cl)(Cl)=O. The yield is 0.120.